This data is from Forward reaction prediction with 1.9M reactions from USPTO patents (1976-2016). The task is: Predict the product of the given reaction. Given the reactants Br[C:2]1[CH:3]=[N:4][C:5]2[C:10]([CH:11]=1)=[CH:9][CH:8]=[CH:7][C:6]=2[N:12]1[CH2:17][CH2:16][N:15]([CH3:18])[CH2:14][CH2:13]1.[I-:19].[K+].C1(C)C=CC=CC=1.Cl, predict the reaction product. The product is: [I:19][C:2]1[CH:3]=[N:4][C:5]2[C:10]([CH:11]=1)=[CH:9][CH:8]=[CH:7][C:6]=2[N:12]1[CH2:17][CH2:16][N:15]([CH3:18])[CH2:14][CH2:13]1.